Dataset: Reaction yield outcomes from USPTO patents with 853,638 reactions. Task: Predict the reaction yield, written as a fraction of the theoretical maximum amount of product (1.0 means a 100% yield; for example, 0.34 means a 34% yield). (1) The reactants are [NH2:1][C:2]1[C:3]2[C:10](I)=[CH:9][N:8]([C@@H:12]3[O:18][C@H:17]([CH2:19][OH:20])[C@@H:15]([OH:16])[C@H:13]3[OH:14])[C:4]=2[N:5]=[CH:6][N:7]=1.[C:21]([O:25][CH2:26][CH3:27])(=[O:24])[C:22]#[CH:23]. The catalyst is CN(C=O)C.[Cu]I.C1C=CC([P]([Pd]([P](C2C=CC=CC=2)(C2C=CC=CC=2)C2C=CC=CC=2)([P](C2C=CC=CC=2)(C2C=CC=CC=2)C2C=CC=CC=2)[P](C2C=CC=CC=2)(C2C=CC=CC=2)C2C=CC=CC=2)(C2C=CC=CC=2)C2C=CC=CC=2)=CC=1. The product is [CH2:26]([O:25][C:21](=[O:24])[C:22]#[C:23][C:10]1[C:3]2[C:2]([NH2:1])=[N:7][CH:6]=[N:5][C:4]=2[N:8]([C@@H:12]2[O:18][C@H:17]([CH2:19][OH:20])[C@@H:15]([OH:16])[C@H:13]2[OH:14])[CH:9]=1)[CH3:27]. The yield is 0.640. (2) The reactants are C[O:2][C:3]([C:5]1[CH:15]=[CH:14][C:8]2[O:9][C:10]([F:13])([F:12])[O:11][C:7]=2[CH:6]=1)=O.[H-].[Al+3].[Li+].[H-].[H-].[H-].O.[OH-].[Na+]. The catalyst is O1CCCC1. The product is [F:13][C:10]1([F:12])[O:9][C:8]2[CH:14]=[CH:15][C:5]([CH2:3][OH:2])=[CH:6][C:7]=2[O:11]1. The yield is 0.760. (3) The reactants are Br[C:2]1[CH:3]=[C:4]2[C:8](=[CH:9][CH:10]=1)[CH2:7][N:6](C(OC(C)(C)C)=O)[CH2:5]2.C([O-])(=O)C.[K+].CC1(C)C(C)(C)OB(B2OC(C)(C)C(C)(C)O2)O1.Br[C:42]1[S:43][C:44]([C:47]2[CH:52]=[CH:51][C:50]([O:53][CH:54]([CH3:56])[CH3:55])=[C:49]([Cl:57])[CH:48]=2)=[N:45][N:46]=1.C([O-])(O)=O.[Na+].[F:63][C:64]([F:69])([F:68])[C:65]([OH:67])=[O:66]. The catalyst is C1C=CC(P(C2C=CC=CC=2)[C-]2C=CC=C2)=CC=1.C1C=CC(P(C2C=CC=CC=2)[C-]2C=CC=C2)=CC=1.Cl[Pd]Cl.[Fe+2].COCCOC. The product is [F:63][C:64]([F:69])([F:68])[C:65]([OH:67])=[O:66].[Cl:57][C:49]1[CH:48]=[C:47]([C:44]2[S:43][C:42]([C:2]3[CH:3]=[C:4]4[C:8](=[CH:9][CH:10]=3)[CH2:7][NH:6][CH2:5]4)=[N:46][N:45]=2)[CH:52]=[CH:51][C:50]=1[O:53][CH:54]([CH3:55])[CH3:56]. The yield is 0.173. (4) The reactants are [Cl-].O[NH3+:3].[C:4](=[O:7])([O-])[OH:5].[Na+].CS(C)=O.[CH2:13]([C:15]1[N:16]([C:40]2[CH:45]=[CH:44][C:43]([O:46][C:47]([CH3:53])([CH3:52])[C:48]([OH:51])([CH3:50])[CH3:49])=[CH:42][CH:41]=2)[C:17](=[O:39])[C:18]([CH2:24][C:25]2[CH:30]=[CH:29][C:28]([C:31]3[C:32]([C:37]#[N:38])=[CH:33][CH:34]=[CH:35][CH:36]=3)=[CH:27][CH:26]=2)=[C:19]([CH2:21][CH2:22][CH3:23])[N:20]=1)[CH3:14]. The catalyst is C(OCC)(=O)C. The product is [CH2:13]([C:15]1[N:16]([C:40]2[CH:41]=[CH:42][C:43]([O:46][C:47]([CH3:53])([CH3:52])[C:48]([OH:51])([CH3:50])[CH3:49])=[CH:44][CH:45]=2)[C:17](=[O:39])[C:18]([CH2:24][C:25]2[CH:26]=[CH:27][C:28]([C:31]3[CH:36]=[CH:35][CH:34]=[CH:33][C:32]=3[C:37]3[NH:3][C:4](=[O:7])[O:5][N:38]=3)=[CH:29][CH:30]=2)=[C:19]([CH2:21][CH2:22][CH3:23])[N:20]=1)[CH3:14]. The yield is 0.350. (5) The reactants are [C:1]1([C:27]2[CH:32]=[CH:31][CH:30]=[CH:29][CH:28]=2)[CH:6]=[CH:5][C:4]([C@@:7]2(O)[CH2:11][N:10]([C:12]([O:14][CH2:15][C:16]3[CH:21]=[CH:20][CH:19]=[CH:18][CH:17]=3)=[O:13])[C@H:9]([C:22]([O:24][CH3:25])=[O:23])[CH2:8]2)=[CH:3][CH:2]=1.[CH2:33]([SH:37])[CH2:34][CH2:35][CH3:36]. The catalyst is C(#N)C.FC(F)(F)S([O-])(=O)=O.[Sc+3].FC(F)(F)S([O-])(=O)=O.FC(F)(F)S([O-])(=O)=O. The product is [C:1]1([C:27]2[CH:32]=[CH:31][CH:30]=[CH:29][CH:28]=2)[CH:6]=[CH:5][C:4]([C@:7]2([S:37][CH2:33][CH2:34][CH2:35][CH3:36])[CH2:11][N:10]([C:12]([O:14][CH2:15][C:16]3[CH:21]=[CH:20][CH:19]=[CH:18][CH:17]=3)=[O:13])[C@H:9]([C:22]([O:24][CH3:25])=[O:23])[CH2:8]2)=[CH:3][CH:2]=1. The yield is 0.433. (6) The reactants are [CH3:1][NH:2][S:3]([C:6]1[CH:11]=[CH:10][C:9]([C:12]2[N:17]=[C:16]([NH:18]C(=O)OC(C)(C)C)[CH:15]=[CH:14][CH:13]=2)=[CH:8][CH:7]=1)(=[O:5])=[O:4].[ClH:26].CO. The catalyst is CO. The product is [ClH:26].[NH2:18][C:16]1[N:17]=[C:12]([C:9]2[CH:10]=[CH:11][C:6]([S:3]([NH:2][CH3:1])(=[O:4])=[O:5])=[CH:7][CH:8]=2)[CH:13]=[CH:14][CH:15]=1. The yield is 0.710. (7) The reactants are [CH3:1][O:2][CH2:3][C:4](=[O:18])[C:5](=[N:10][NH:11][C:12]1[CH:13]=[N:14][CH:15]=[CH:16][CH:17]=1)[C:6]([O:8][CH3:9])=[O:7].[CH3:19]OC(OC)N(C)C. No catalyst specified. The product is [CH3:1][O:2][C:3]1[C:4](=[O:18])[C:5]([C:6]([O:8][CH3:9])=[O:7])=[N:10][N:11]([C:12]2[CH:13]=[N:14][CH:15]=[CH:16][CH:17]=2)[CH:19]=1. The yield is 0.640.